This data is from Full USPTO retrosynthesis dataset with 1.9M reactions from patents (1976-2016). The task is: Predict the reactants needed to synthesize the given product. (1) Given the product [OH:8][C:9]1[C:18]2[CH2:17][CH2:16][CH2:15][CH2:14][C:13]=2[CH:12]=[CH:11][C:10]=1[C:19]([O:21][CH3:1])=[O:20], predict the reactants needed to synthesize it. The reactants are: [CH3:1][Si](C=[N+]=[N-])(C)C.[OH:8][C:9]1[C:18]2[CH2:17][CH2:16][CH2:15][CH2:14][C:13]=2[CH:12]=[CH:11][C:10]=1[C:19]([OH:21])=[O:20]. (2) Given the product [CH3:3][C:4]([O:7][C:8]([N:10]([C:49]([O:51][C:4]([CH3:6])([CH3:5])[CH3:3])=[O:50])[C:11]([C:13]1[CH:14]=[C:15]([OH:1])[CH:16]=[C:17]2[C:21]=1[N:20]([C:22]([O:24][C:25]([CH3:28])([CH3:26])[CH3:27])=[O:23])[CH:19]=[C:18]2[CH:29]1[CH2:30][CH2:31][N:32]([S:35]([CH2:38][CH3:39])(=[O:36])=[O:37])[CH2:33][CH2:34]1)=[O:12])=[O:9])([CH3:6])[CH3:5], predict the reactants needed to synthesize it. The reactants are: [OH-:1].[Na+].[CH3:3][C:4]([O:7][C:8]([N:10]([C:49]([O:51]C(C)(C)C)=[O:50])[C:11]([C:13]1[CH:14]=[C:15](B2OC(C)(C)C(C)(C)O2)[CH:16]=[C:17]2[C:21]=1[N:20]([C:22]([O:24][C:25]([CH3:28])([CH3:27])[CH3:26])=[O:23])[CH:19]=[C:18]2[CH:29]1[CH2:34][CH2:33][N:32]([S:35]([CH2:38][CH3:39])(=[O:37])=[O:36])[CH2:31][CH2:30]1)=[O:12])=[O:9])([CH3:6])[CH3:5].OO. (3) Given the product [ClH:19].[ClH:19].[CH3:1][O:2][C:3]1[CH:4]=[C:5]([CH2:9][CH2:10][NH2:11])[CH:6]=[N:7][CH:8]=1, predict the reactants needed to synthesize it. The reactants are: [CH3:1][O:2][C:3]1[CH:4]=[C:5]([CH2:9][CH2:10][NH:11]C(=O)OC(C)(C)C)[CH:6]=[N:7][CH:8]=1.[ClH:19]. (4) Given the product [NH2:31][C:32]1[CH:33]=[N:34][CH:35]=[C:36]([CH:40]=1)[C:37]([NH:30][C:27]1([C:25](=[O:26])[NH:24][CH:22]([C:5]2[C:4]([F:3])=[CH:9][C:8]([NH:10][C:11]3[C:16]([C:17]([F:18])([F:20])[F:19])=[CH:15][CH:14]=[CH:13][C:12]=3[F:21])=[CH:7][N:6]=2)[CH3:23])[CH2:29][CH2:28]1)=[O:38], predict the reactants needed to synthesize it. The reactants are: Cl.Cl.[F:3][C:4]1[C:5]([CH:22]([NH:24][C:25]([C:27]2([NH2:30])[CH2:29][CH2:28]2)=[O:26])[CH3:23])=[N:6][CH:7]=[C:8]([NH:10][C:11]2[C:16]([C:17]([F:20])([F:19])[F:18])=[CH:15][CH:14]=[CH:13][C:12]=2[F:21])[CH:9]=1.[NH2:31][C:32]1[CH:33]=[N:34][CH:35]=[C:36]([CH:40]=1)[C:37](O)=[O:38]. (5) Given the product [CH2:10]([O:17][CH2:18][CH:19]=[C:2]([C:1]([O:8][CH3:9])=[O:7])[C:3]([O:5][CH3:6])=[O:4])[C:11]1[CH:16]=[CH:15][CH:14]=[CH:13][CH:12]=1, predict the reactants needed to synthesize it. The reactants are: [C:1]([O:8][CH3:9])(=[O:7])[CH2:2][C:3]([O:5][CH3:6])=[O:4].[CH2:10]([O:17][CH2:18][CH:19]=O)[C:11]1[CH:16]=[CH:15][CH:14]=[CH:13][CH:12]=1.N1C=CC=CC=1. (6) Given the product [F:23][C:24]1[CH:25]=[C:26]([NH:39][C:40]([NH:42][CH2:43][CH2:44][OH:45])=[O:41])[CH:27]=[CH:28][C:29]=1[C:2]1[N:3]=[C:4]([N:16]2[CH2:21][CH2:20][O:19][CH2:18][C@@H:17]2[CH3:22])[C:5]2[CH2:10][N:9]([C:11]([O:13][CH2:14][CH3:15])=[O:12])[CH2:8][C:6]=2[N:7]=1, predict the reactants needed to synthesize it. The reactants are: Cl[C:2]1[N:3]=[C:4]([N:16]2[CH2:21][CH2:20][O:19][CH2:18][C@@H:17]2[CH3:22])[C:5]2[CH2:10][N:9]([C:11]([O:13][CH2:14][CH3:15])=[O:12])[CH2:8][C:6]=2[N:7]=1.[F:23][C:24]1[CH:25]=[C:26]([NH:39][C:40]([NH:42][CH2:43][CH2:44][OH:45])=[O:41])[CH:27]=[CH:28][C:29]=1B1OC(C)(C)C(C)(C)O1.ClCCl.C(=O)([O-])[O-].[Na+].[Na+]. (7) Given the product [F:8][C:7]1[C:2]([F:1])=[CH:3][C:4]2[O:26][CH2:24][C:9]3([C:17]4[C:12](=[CH:13][CH:14]=[CH:15][CH:16]=4)[N:11]([CH2:18][CH2:19][CH2:20][CH2:21][CH3:22])[C:10]3=[O:23])[C:5]=2[CH:6]=1, predict the reactants needed to synthesize it. The reactants are: [F:1][C:2]1[C:7]([F:8])=[CH:6][C:5]([C:9]2([CH2:24]O)[C:17]3[C:12](=[CH:13][CH:14]=[CH:15][CH:16]=3)[N:11]([CH2:18][CH2:19][CH2:20][CH2:21][CH3:22])[C:10]2=[O:23])=[C:4]([OH:26])[CH:3]=1.C1(CCN2C3C(=CC=CC=3)C(C3C(O)=CC4OCOC=4C=3)(CO)C2=O)CC1. (8) Given the product [N:15]1[CH:20]=[CH:19][CH:18]=[CH:17][C:16]=1[NH:21][C:22]1[CH:27]=[CH:26][C:25]([O:28][C:2]2[C:3]([C@H:8]3[CH2:13][CH2:12][CH2:11][C@H:10]([OH:14])[CH2:9]3)=[N:4][CH:5]=[CH:6][N:7]=2)=[CH:24][CH:23]=1, predict the reactants needed to synthesize it. The reactants are: F[C:2]1[C:3]([C@H:8]2[CH2:13][CH2:12][CH2:11][C@H:10]([OH:14])[CH2:9]2)=[N:4][CH:5]=[CH:6][N:7]=1.[N:15]1[CH:20]=[CH:19][CH:18]=[CH:17][C:16]=1[NH:21][C:22]1[CH:27]=[CH:26][C:25]([OH:28])=[CH:24][CH:23]=1.C(=O)([O-])[O-].[Cs+].[Cs+]. (9) Given the product [Br:13][C:8]1[CH:7]=[CH:6][N:5]=[C:4]2[CH:3]=[CH:2][S:1][C:9]=12, predict the reactants needed to synthesize it. The reactants are: [S:1]1[C:9]2[C:4](=[N:5][CH:6]=[CH:7][C:8]=2O)[CH:3]=[CH:2]1.P(Br)(Br)([Br:13])=O.[OH-].[Na+]. (10) Given the product [OH:1][C:2]([CH3:19])([CH3:20])[CH2:3][CH2:4][O:5][C@H:6]([C@@H:8]1[C@:16]2([CH3:17])[C@H:11]([C:12](=[O:18])[CH2:13][CH2:14][CH2:15]2)[CH2:10][CH2:9]1)[CH3:7], predict the reactants needed to synthesize it. The reactants are: [OH:1][C:2]([CH3:20])([CH3:19])[CH2:3][CH2:4][O:5][C@H:6]([C@@H:8]1[C@:16]2([CH3:17])[C@H:11]([C@@H:12]([OH:18])[CH2:13][CH2:14][CH2:15]2)[CH2:10][CH2:9]1)[CH3:7].[Cr](O[Cr]([O-])(=O)=O)([O-])(=O)=O.[NH+]1C=CC=CC=1.[NH+]1C=CC=CC=1.C1(C)C=CC(S([O-])(=O)=O)=CC=1.[NH+]1C=CC=CC=1.